Predict the product of the given reaction. From a dataset of Forward reaction prediction with 1.9M reactions from USPTO patents (1976-2016). (1) Given the reactants [Br:1][C:2]1[C:3](=[O:30])[N:4]([CH2:19][C:20]2[CH:21]=[N:22][C:23](S(C)(=O)=O)=[N:24][CH:25]=2)[C:5]([CH3:18])=[CH:6][C:7]=1[O:8][CH2:9][C:10]1[CH:15]=[CH:14][C:13]([F:16])=[CH:12][C:11]=1[F:17].[NH3:31], predict the reaction product. The product is: [NH2:31][C:23]1[N:22]=[CH:21][C:20]([CH2:19][N:4]2[C:5]([CH3:18])=[CH:6][C:7]([O:8][CH2:9][C:10]3[CH:15]=[CH:14][C:13]([F:16])=[CH:12][C:11]=3[F:17])=[C:2]([Br:1])[C:3]2=[O:30])=[CH:25][N:24]=1. (2) Given the reactants [NH2:1][C:2]1[CH:3]=[CH:4][C:5]2[CH:9]=[C:8]([C:10]([O:12][CH3:13])=[O:11])[S:7][C:6]=2[CH:14]=1.[CH3:15][S:16](Cl)(=[O:18])=[O:17], predict the reaction product. The product is: [CH3:15][S:16]([NH:1][C:2]1[CH:3]=[CH:4][C:5]2[CH:9]=[C:8]([C:10]([O:12][CH3:13])=[O:11])[S:7][C:6]=2[CH:14]=1)(=[O:18])=[O:17]. (3) Given the reactants C[N:2]([CH2:56][CH2:57][O:58][CH2:59][CH2:60][O:61][CH2:62][CH2:63][O:64][CH2:65][CH2:66][C:67]([O:69][C:70]([CH3:73])([CH3:72])[CH3:71])=[O:68])[C:3]([C@@H:5]1[CH2:9][CH2:8][CH2:7][N:6]1[CH2:10][CH2:11][N:12]([CH3:55])[C:13](=[O:54])[C:14]1[CH:19]=[CH:18][CH:17]=[C:16]([C:20](=[O:53])[NH:21][C:22]2[CH:27]=[CH:26][C:25]([N:28]3[CH2:33][CH2:32][CH2:31][CH2:30][CH2:29]3)=[CH:24][C:23]=2[C:34]2[CH:39]=[C:38]([C:40](=[O:52])[NH:41][C@@H:42]3[C:51]4[C:46](=[CH:47][CH:48]=[CH:49][CH:50]=4)[CH2:45][CH2:44][CH2:43]3)[CH:37]=[CH:36][N:35]=2)[CH:15]=1)=[O:4].NCCOCCOCCOCCC(OC(C)(C)C)=O, predict the reaction product. The product is: [CH3:55][N:12]([CH2:11][CH2:10][N:6]1[CH2:7][CH2:8][CH2:9][C@H:5]1[C:3](=[O:4])[NH:2][CH2:56][CH2:57][O:58][CH2:59][CH2:60][O:61][CH2:62][CH2:63][O:64][CH2:65][CH2:66][C:67]([O:69][C:70]([CH3:72])([CH3:71])[CH3:73])=[O:68])[C:13](=[O:54])[C:14]1[CH:19]=[CH:18][CH:17]=[C:16]([C:20](=[O:53])[NH:21][C:22]2[CH:27]=[CH:26][C:25]([N:28]3[CH2:29][CH2:30][CH2:31][CH2:32][CH2:33]3)=[CH:24][C:23]=2[C:34]2[CH:39]=[C:38]([C:40](=[O:52])[NH:41][C@@H:42]3[C:51]4[C:46](=[CH:47][CH:48]=[CH:49][CH:50]=4)[CH2:45][CH2:44][CH2:43]3)[CH:37]=[CH:36][N:35]=2)[CH:15]=1. (4) The product is: [CH2:29]([O:21][C:6]1[CH:7]=[C:8]([C:11]2[CH:16]=[CH:15][C:14]([S:17]([CH3:20])(=[O:18])=[O:19])=[CH:13][CH:12]=2)[CH:9]=[CH:10][C:5]=1[O:4][CH:1]([CH3:3])[CH3:2])[CH2:30][CH2:31][CH3:32]. Given the reactants [CH:1]([O:4][C:5]1[CH:10]=[CH:9][C:8]([C:11]2[CH:16]=[CH:15][C:14]([S:17]([CH3:20])(=[O:19])=[O:18])=[CH:13][CH:12]=2)=[CH:7][C:6]=1[OH:21])([CH3:3])[CH3:2].C(=O)([O-])[O-].[K+].[K+].[I-].[CH3:29][CH2:30][CH2:31][CH3:32], predict the reaction product. (5) Given the reactants Br[C:2]1[CH:7]=[CH:6][C:5]([C:8]2[N:12]([C:13]3[CH:14]=[CH:15][C:16]([S:19]([NH2:22])(=[O:21])=[O:20])=[N:17][CH:18]=3)[N:11]=[C:10]([C:23]([F:26])([F:25])[F:24])[C:9]=2[CH2:27][CH3:28])=[CH:4][C:3]=1[F:29].C([Sn](CCCC)(CCCC)[C:35]1[N:36]=[CH:37][S:38][CH:39]=1)CCC.[Cl-].[Li+], predict the reaction product. The product is: [CH2:27]([C:9]1[C:10]([C:23]([F:26])([F:25])[F:24])=[N:11][N:12]([C:13]2[CH:14]=[CH:15][C:16]([S:19]([NH2:22])(=[O:21])=[O:20])=[N:17][CH:18]=2)[C:8]=1[C:5]1[CH:6]=[CH:7][C:2]([C:35]2[N:36]=[CH:37][S:38][CH:39]=2)=[C:3]([F:29])[CH:4]=1)[CH3:28]. (6) Given the reactants [O:1]([C:8]1[CH:9]=[C:10]([CH:14]=[CH:15][CH:16]=1)[C:11]([OH:13])=O)[C:2]1[CH:7]=[CH:6][CH:5]=[CH:4][CH:3]=1.[NH2:17][CH:18]1[CH:25]2[CH2:26][C:21]3([CH2:28][OH:29])[CH2:22][CH:23]([CH2:27][CH:19]1[CH2:20]3)[CH2:24]2, predict the reaction product. The product is: [OH:29][CH2:28][C:21]12[CH2:20][CH:19]3[CH2:27][CH:23]([CH2:24][CH:25]([CH:18]3[NH:17][C:11](=[O:13])[C:10]3[CH:14]=[CH:15][CH:16]=[C:8]([O:1][C:2]4[CH:3]=[CH:4][CH:5]=[CH:6][CH:7]=4)[CH:9]=3)[CH2:26]1)[CH2:22]2.